Dataset: Catalyst prediction with 721,799 reactions and 888 catalyst types from USPTO. Task: Predict which catalyst facilitates the given reaction. (1) Reactant: BrP(Br)(C1C=CC=CC=1)(C1C=CC=CC=1)C1C=CC=CC=1.[NH2:22][C:23]1[C:24]([C:30]([NH:32][NH2:33])=[O:31])=[N:25][C:26]([Br:29])=[CH:27][N:28]=1.[Br:34][CH2:35][C:36]1[CH:44]=[CH:43][C:39]([C:40](O)=O)=[CH:38][CH:37]=1.CCN(C(C)C)C(C)C. Product: [Br:29][C:26]1[N:25]=[C:24]([C:30]2[O:31][C:40]([C:39]3[CH:43]=[CH:44][C:36]([CH2:35][Br:34])=[CH:37][CH:38]=3)=[N:33][N:32]=2)[C:23]([NH2:22])=[N:28][CH:27]=1. The catalyst class is: 10. (2) Reactant: [C:1]([NH:4][CH2:5][CH2:6][CH2:7][S:8]([O:11][CH2:12][C:13]([CH3:44])([CH3:43])[C@@H:14]([O:35]CC1C=CC=CC=1)[C:15]([O:17][CH2:18][CH2:19][O:20][C:21](=[O:34])[C:22]([CH3:33])([CH3:32])[CH2:23][O:24]CC1C=CC=CC=1)=[O:16])(=[O:10])=[O:9])(=[O:3])[CH3:2]. Product: [C:1]([NH:4][CH2:5][CH2:6][CH2:7][S:8]([O:11][CH2:12][C:13]([CH3:44])([CH3:43])[C@@H:14]([OH:35])[C:15]([O:17][CH2:18][CH2:19][O:20][C:21](=[O:34])[C:22]([CH3:32])([CH3:33])[CH2:23][OH:24])=[O:16])(=[O:10])=[O:9])(=[O:3])[CH3:2]. The catalyst class is: 43. (3) Reactant: [Br:1][C:2]1[CH:15]=[CH:14][C:5]([C:6]([CH3:13])([CH3:12])[C@@H:7]([C:9]([OH:11])=[O:10])[NH2:8])=[CH:4][CH:3]=1.C(=O)([O-])[O-].[K+].[K+].[C:22](O[C:22]([O:24][C:25]([CH3:28])([CH3:27])[CH3:26])=[O:23])([O:24][C:25]([CH3:28])([CH3:27])[CH3:26])=[O:23].C(O)(=O)CC(CC(O)=O)(C(O)=O)O. Product: [Br:1][C:2]1[CH:3]=[CH:4][C:5]([C:6]([CH3:13])([CH3:12])[C@@H:7]([C:9]([OH:11])=[O:10])[NH:8][C:22]([O:24][C:25]([CH3:28])([CH3:27])[CH3:26])=[O:23])=[CH:14][CH:15]=1. The catalyst class is: 95. (4) Reactant: [OH:1][C:2]1[CH:7]=[C:6]([OH:8])[CH:5]=[CH:4][C:3]=1[C:9](=[O:18])[CH2:10][C:11]1[CH:16]=[CH:15][C:14]([OH:17])=[CH:13][CH:12]=1.[C:19](O[C:19](=O)[C:20]1[CH:25]=[CH:24][CH:23]=[CH:22][CH:21]=1)(=O)[C:20]1[CH:25]=[CH:24][CH:23]=[CH:22][CH:21]=1.O.Cl. Product: [OH:8][C:6]1[CH:7]=[C:2]2[C:3]([C:9](=[O:18])[C:10]([C:11]3[CH:16]=[CH:15][C:14]([OH:17])=[CH:13][CH:12]=3)=[C:19]([C:20]3[CH:25]=[CH:24][CH:23]=[CH:22][CH:21]=3)[O:1]2)=[CH:4][CH:5]=1. The catalyst class is: 66. (5) Reactant: [NH2:1][C:2]1[S:3][C:4]([C:8]2[N:9]=[C:10]([CH2:13][C:14]#[N:15])[S:11][CH:12]=2)=[C:5]([CH3:7])[N:6]=1.C(N(CC)C(C)C)(C)C.[N:25]([CH2:28][CH2:29][C:30]([O:32][CH2:33][CH3:34])=[O:31])=[C:26]=[O:27]. Product: [C:14]([CH2:13][C:10]1[S:11][CH:12]=[C:8]([C:4]2[S:3][C:2]([NH:1][C:26]([NH:25][CH2:28][CH2:29][C:30]([O:32][CH2:33][CH3:34])=[O:31])=[O:27])=[N:6][C:5]=2[CH3:7])[N:9]=1)#[N:15]. The catalyst class is: 2. (6) Reactant: [Cl:1][C:2]1[CH:7]=[CH:6][C:5]([C:8]2[CH:13]=[CH:12][C:11]([S:14][CH3:15])=[CH:10][CH:9]=2)=[C:4]([CH2:16][C:17]([OH:19])=O)[CH:3]=1.S(Cl)(Cl)=O.[Cl-].[Cl-].[Cl-].[Al+3].C(OCC)(=O)C. Product: [Cl:1][C:2]1[CH:7]=[CH:6][C:5]2[C:8]3[C:9](=[CH:10][C:11]([S:14][CH3:15])=[CH:12][CH:13]=3)[C:17]([OH:19])=[CH:16][C:4]=2[CH:3]=1. The catalyst class is: 325.